Dataset: Reaction yield outcomes from USPTO patents with 853,638 reactions. Task: Predict the reaction yield, written as a fraction of the theoretical maximum amount of product (1.0 means a 100% yield; for example, 0.34 means a 34% yield). (1) The reactants are [Cl:1][C:2]1[N:7]=[C:6]([NH:8][C:9]2[CH:18]=[CH:17][CH:16]=[CH:15][C:10]=2[C:11]([NH:13][CH3:14])=[O:12])[C:5]([C:19]([F:22])([F:21])[F:20])=[CH:4][N:3]=1.[Br:23]N1C(=O)CCC1=O.O. The catalyst is CN(C=O)C. The product is [Br:23][C:16]1[CH:17]=[CH:18][C:9]([NH:8][C:6]2[C:5]([C:19]([F:22])([F:20])[F:21])=[CH:4][N:3]=[C:2]([Cl:1])[N:7]=2)=[C:10]([CH:15]=1)[C:11]([NH:13][CH3:14])=[O:12]. The yield is 0.420. (2) The reactants are O.O.O.O.O.O.O.O.O.[S-2:10].[Na+].[Na+].[S].Cl[C:15]1[CH:20]=[CH:19][C:18]([N+:21]([O-:23])=[O:22])=[CH:17][C:16]=1[NH:24][C:25](=O)[C:26]1[CH:31]=[CH:30][C:29]([CH3:32])=[CH:28][CH:27]=1.Cl. The catalyst is C(O)C.O. The product is [N+:21]([C:18]1[CH:19]=[CH:20][C:15]2[S:10][C:25]([C:26]3[CH:31]=[CH:30][C:29]([CH3:32])=[CH:28][CH:27]=3)=[N:24][C:16]=2[CH:17]=1)([O-:23])=[O:22]. The yield is 0.430. (3) The reactants are [F:1][C:2]1[CH:7]=[CH:6][CH:5]=[C:4]([F:8])[C:3]=1[C:9]1[N:14]=[C:13]([C:15]([NH:17]C2C=NC=CC=2[C@H]2C[C@@H](NC(=O)OC(C)(C)C)[C@@H](SCCOC)[C@@H](C)C2)=[O:16])[CH:12]=[CH:11][C:10]=1[F:44].OOS([O-])=O.[K+].C(O)(C(F)(F)F)=O.C(Cl)Cl. The catalyst is C1COCC1.O.CCOC(C)=O. The product is [F:1][C:2]1[CH:7]=[CH:6][CH:5]=[C:4]([F:8])[C:3]=1[C:9]1[N:14]=[C:13]([C:15]([NH2:17])=[O:16])[CH:12]=[CH:11][C:10]=1[F:44]. The yield is 0.760. (4) The reactants are Br[CH2:2][CH2:3][CH2:4][Si:5]([CH3:35])([CH3:34])[CH2:6][CH2:7][C:8]1[C:20]2[CH2:19][N:18]3[C:13](=[CH:14][C:15]4[C@:25]([CH2:27][CH3:28])([OH:26])[C:24](=[O:29])[O:23][CH2:22][C:16]=4[C:17]3=[O:21])[C:12]=2[N:11]=[C:10]2[CH:30]=[CH:31][CH:32]=[CH:33][C:9]=12.C(=O)([O-])[O-].[K+].[K+].CC(O)(C)C.[CH3:47][NH:48][CH3:49]. The catalyst is O.O1CCCC1. The product is [CH3:47][N:48]([CH3:49])[CH2:2][CH2:3][CH2:4][Si:5]([CH3:35])([CH3:34])[CH2:6][CH2:7][C:8]1[C:20]2[CH2:19][N:18]3[C:13](=[CH:14][C:15]4[C@:25]([CH2:27][CH3:28])([OH:26])[C:24](=[O:29])[O:23][CH2:22][C:16]=4[C:17]3=[O:21])[C:12]=2[N:11]=[C:10]2[CH:30]=[CH:31][CH:32]=[CH:33][C:9]=12. The yield is 0.560. (5) The yield is 0.960. The product is [Br:20][CH2:33][CH2:32][CH2:31][C:24]1[C:25]2[CH:30]=[CH:29][CH:28]=[CH:27][C:26]=2[O:22][CH:23]=1. The reactants are C1(P(C2C=CC=CC=2)C2C=CC=CC=2)C=CC=CC=1.[Br:20]Br.[O:22]1[C:26]2[CH:27]=[CH:28][CH:29]=[CH:30][C:25]=2[C:24]([CH:31](O)[CH2:32][CH3:33])=[CH:23]1.N1C=CC=CC=1. The catalyst is C(Cl)Cl.C(OCC)C. (6) The reactants are Br[CH2:2][C:3]([C:5]1[CH:10]=[CH:9][C:8]([Br:11])=[CH:7][CH:6]=1)=O.[NH2:12][C:13]([NH2:15])=[S:14]. The catalyst is CCO. The product is [Br:11][C:8]1[CH:9]=[CH:10][C:5]([C:3]2[N:12]=[C:13]([NH2:15])[S:14][CH:2]=2)=[CH:6][CH:7]=1. The yield is 0.980. (7) The reactants are [C:1]([O:5][C:6](=[O:18])[CH2:7][C:8]1[CH:13]=[CH:12][CH:11]=[CH:10][C:9]=1[CH2:14][N:15]=[N+]=[N-])([CH3:4])([CH3:3])[CH3:2].[C:19]([OH:24])(=[O:23])[C:20]([OH:22])=[O:21]. The catalyst is C(OC)(C)(C)C.[Pd]. The product is [C:19]([OH:24])(=[O:23])[C:20]([OH:22])=[O:21].[NH2:15][CH2:14][C:9]1[CH:10]=[CH:11][CH:12]=[CH:13][C:8]=1[CH2:7][C:6]([O:5][C:1]([CH3:4])([CH3:3])[CH3:2])=[O:18]. The yield is 0.390.